The task is: Predict the reactants needed to synthesize the given product.. This data is from Full USPTO retrosynthesis dataset with 1.9M reactions from patents (1976-2016). Given the product [CH3:2][N:3]([C:5]1[CH:10]=[C:9]([C:11]2[S:12][CH:13]=[C:14]([C:16]3[C:21](=[O:22])[NH:20][C:19]([CH:23]([CH3:25])[CH3:24])=[C:18]([C:26]([O:28][CH2:29][CH3:30])=[O:27])[CH:17]=3)[N:15]=2)[CH:8]=[CH:7][N:6]=1)[CH3:4], predict the reactants needed to synthesize it. The reactants are: Cl.[CH3:2][N:3]([C:5]1[CH:10]=[C:9]([C:11]2[S:12][CH:13]=[C:14]([C:16]3[C:21](=[O:22])[NH:20][C:19]([CH:23]([CH3:25])[CH3:24])=[C:18]([C:26]([O:28][CH2:29][CH3:30])=[O:27])[CH:17]=3)[N:15]=2)[CH:8]=[CH:7][N:6]=1)[CH3:4].BrCC(C1C(=O)NC(C(C)C)=C(C([O-])=O)C=1)=O.CN(C)C1C=C(C=CN=1)C(N)=S.Cl.CCOCC.